This data is from Catalyst prediction with 721,799 reactions and 888 catalyst types from USPTO. The task is: Predict which catalyst facilitates the given reaction. (1) Reactant: [CH3:1][O:2][CH2:3][CH2:4][NH:5][CH3:6].CC(C1C=C(C(C)C)C(C2C=CC=CC=2P(C2CCCCC2)C2CCCCC2)=C(C(C)C)C=1)C.CC([O-])(C)C.[Na+].Br[C:48]1[CH:49]=[C:50]2[C:59](=[C:60]3[C:65]=1[CH:64]=[CH:63][CH:62]=[N:61]3)[NH:58][S:57](=[O:67])(=[O:66])[C:56]1[C:51]2=[CH:52][CH:53]=[CH:54][CH:55]=1. The catalyst class is: 187. Product: [O:66]=[S:57]1(=[O:67])[C:56]2[C:51](=[CH:52][CH:53]=[CH:54][CH:55]=2)[C:50]2[C:59](=[C:60]3[C:65](=[C:48]([N:5]([CH2:4][CH2:3][O:2][CH3:1])[CH3:6])[CH:49]=2)[CH:64]=[CH:63][CH:62]=[N:61]3)[NH:58]1. (2) Reactant: [NH2:1][CH2:2][C@H:3]([OH:13])[CH2:4][C:5]1[CH:10]=[C:9]([Cl:11])[CH:8]=[C:7]([Cl:12])[CH:6]=1.C(N(CC)CC)C.[Cl:21][CH2:22][C:23](Cl)=[O:24]. The catalyst class is: 545. Product: [Cl:21][CH2:22][C:23]([NH:1][CH2:2][C@H:3]([OH:13])[CH2:4][C:5]1[CH:10]=[C:9]([Cl:11])[CH:8]=[C:7]([Cl:12])[CH:6]=1)=[O:24]. (3) The catalyst class is: 97. Product: [CH2:1]([N:8]1[CH:12]=[C:11]([C:13]([OH:15])=[O:14])[C:10]([O:18][CH2:19][C:20]2[CH:25]=[CH:24][C:23]([O:26][CH2:27][C:28]3[N:29]=[C:30]([C:34]4[CH:39]=[CH:38][CH:37]=[CH:36][CH:35]=4)[O:31][C:32]=3[CH3:33])=[C:22]([O:40][CH3:41])[CH:21]=2)=[N:9]1)[C:2]1[CH:7]=[CH:6][CH:5]=[CH:4][CH:3]=1. Reactant: [CH2:1]([N:8]1[CH:12]=[C:11]([C:13]([O:15]CC)=[O:14])[C:10]([O:18][CH2:19][C:20]2[CH:25]=[CH:24][C:23]([O:26][CH2:27][C:28]3[N:29]=[C:30]([C:34]4[CH:39]=[CH:38][CH:37]=[CH:36][CH:35]=4)[O:31][C:32]=3[CH3:33])=[C:22]([O:40][CH3:41])[CH:21]=2)=[N:9]1)[C:2]1[CH:7]=[CH:6][CH:5]=[CH:4][CH:3]=1.O1CCCC1.[OH-].[Na+].Cl. (4) Reactant: [H-].[Na+].[CH3:3][O:4][C:5](=[O:14])[C:6]1[CH:11]=[C:10]([CH3:12])[CH:9]=[CH:8][C:7]=1[OH:13].[CH3:15][S:16](Cl)(=[O:18])=[O:17].CCOC(C)=O. Product: [CH3:3][O:4][C:5](=[O:14])[C:6]1[CH:11]=[C:10]([CH3:12])[CH:9]=[CH:8][C:7]=1[O:13][S:16]([CH3:15])(=[O:18])=[O:17]. The catalyst class is: 1.